From a dataset of Peptide-MHC class I binding affinity with 185,985 pairs from IEDB/IMGT. Regression. Given a peptide amino acid sequence and an MHC pseudo amino acid sequence, predict their binding affinity value. This is MHC class I binding data. (1) The peptide sequence is GRYIVYSSY. The MHC is HLA-B39:01 with pseudo-sequence HLA-B39:01. The binding affinity (normalized) is 0.0847. (2) The peptide sequence is LSAIPPSRSML. The MHC is Mamu-A01 with pseudo-sequence Mamu-A01. The binding affinity (normalized) is 0.605. (3) The peptide sequence is KTNDFAPAW. The MHC is HLA-A26:01 with pseudo-sequence HLA-A26:01. The binding affinity (normalized) is 0.0847. (4) The binding affinity (normalized) is 0. The peptide sequence is RNYFTAEVSH. The MHC is HLA-A68:01 with pseudo-sequence HLA-A68:01. (5) The binding affinity (normalized) is 0.401. The peptide sequence is YVRTNGTSK. The MHC is HLA-B07:02 with pseudo-sequence HLA-B07:02. (6) The peptide sequence is IIMFDAEKL. The MHC is HLA-A31:01 with pseudo-sequence HLA-A31:01. The binding affinity (normalized) is 0.0847.